Task: Predict the reactants needed to synthesize the given product.. Dataset: Full USPTO retrosynthesis dataset with 1.9M reactions from patents (1976-2016) (1) Given the product [F:46][C:42]1[CH:41]=[C:40]2[C:45]([C:36]([NH:54][C:55]3[CH:56]=[C:57]([NH:67][C:68](=[O:72])[CH:69]([CH3:70])[CH3:71])[CH:58]=[C:59]([N:61]4[CH2:66][CH2:65][O:64][CH2:63][CH2:62]4)[CH:60]=3)=[C:37]([CH3:53])[C:38]([C:47]3[CH:52]=[CH:51][CH:50]=[CH:49][N:48]=3)=[N:39]2)=[CH:44][CH:43]=1, predict the reactants needed to synthesize it. The reactants are: CC(C1C=C(C(C)C)C(C2C=CC=CC=2P(C2CCCCC2)C2CCCCC2)=C(C(C)C)C=1)C.Cl[C:36]1[C:45]2[C:40](=[CH:41][C:42]([F:46])=[CH:43][CH:44]=2)[N:39]=[C:38]([C:47]2[CH:52]=[CH:51][CH:50]=[CH:49][N:48]=2)[C:37]=1[CH3:53].[NH2:54][C:55]1[CH:56]=[C:57]([NH:67][C:68](=[O:72])[CH:69]([CH3:71])[CH3:70])[CH:58]=[C:59]([N:61]2[CH2:66][CH2:65][O:64][CH2:63][CH2:62]2)[CH:60]=1.C(=O)([O-])[O-].[K+].[K+]. (2) Given the product [Cl:8][C:7]1[C:6]([NH:23][CH2:22][CH:20]2[CH2:21][CH:19]2[C:12]2[C:13]([O:17][CH3:18])=[CH:14][CH:15]=[CH:16][C:11]=2[F:10])=[CH:5][N:4]=[N:3][C:2]=1[NH:30][NH2:31], predict the reactants needed to synthesize it. The reactants are: Cl[C:2]1[N:3]=[N:4][CH:5]=[C:6](Cl)[C:7]=1[Cl:8].[F:10][C:11]1[CH:16]=[CH:15][CH:14]=[C:13]([O:17][CH3:18])[C:12]=1[CH:19]1[CH2:21][CH:20]1[CH2:22][NH2:23].C(=O)([O-])[O-].[K+].[K+].[NH2:30][NH2:31].